From a dataset of NCI-60 drug combinations with 297,098 pairs across 59 cell lines. Regression. Given two drug SMILES strings and cell line genomic features, predict the synergy score measuring deviation from expected non-interaction effect. (1) Drug 1: CC1C(C(CC(O1)OC2CC(CC3=C2C(=C4C(=C3O)C(=O)C5=C(C4=O)C(=CC=C5)OC)O)(C(=O)CO)O)N)O.Cl. Drug 2: B(C(CC(C)C)NC(=O)C(CC1=CC=CC=C1)NC(=O)C2=NC=CN=C2)(O)O. Cell line: OVCAR3. Synergy scores: CSS=40.2, Synergy_ZIP=1.85, Synergy_Bliss=5.23, Synergy_Loewe=0.177, Synergy_HSA=0.795. (2) Drug 1: CC1C(C(=O)NC(C(=O)N2CCCC2C(=O)N(CC(=O)N(C(C(=O)O1)C(C)C)C)C)C(C)C)NC(=O)C3=C4C(=C(C=C3)C)OC5=C(C(=O)C(=C(C5=N4)C(=O)NC6C(OC(=O)C(N(C(=O)CN(C(=O)C7CCCN7C(=O)C(NC6=O)C(C)C)C)C)C(C)C)C)N)C. Drug 2: COCCOC1=C(C=C2C(=C1)C(=NC=N2)NC3=CC=CC(=C3)C#C)OCCOC.Cl. Cell line: M14. Synergy scores: CSS=7.39, Synergy_ZIP=1.97, Synergy_Bliss=6.02, Synergy_Loewe=0.371, Synergy_HSA=1.78. (3) Drug 1: C1=C(C(=O)NC(=O)N1)N(CCCl)CCCl. Drug 2: CC1CCC2CC(C(=CC=CC=CC(CC(C(=O)C(C(C(=CC(C(=O)CC(OC(=O)C3CCCCN3C(=O)C(=O)C1(O2)O)C(C)CC4CCC(C(C4)OC)OCCO)C)C)O)OC)C)C)C)OC. Cell line: EKVX. Synergy scores: CSS=28.5, Synergy_ZIP=-0.441, Synergy_Bliss=1.82, Synergy_Loewe=-4.10, Synergy_HSA=5.27. (4) Drug 1: C1CC(C1)(C2=CC=C(C=C2)C3=C(C=C4C(=N3)C=CN5C4=NNC5=O)C6=CC=CC=C6)N. Drug 2: CCC1(C2=C(COC1=O)C(=O)N3CC4=CC5=C(C=CC(=C5CN(C)C)O)N=C4C3=C2)O. Cell line: T-47D. Synergy scores: CSS=50.3, Synergy_ZIP=-1.88, Synergy_Bliss=-2.28, Synergy_Loewe=12.5, Synergy_HSA=14.8. (5) Drug 1: CN(C)N=NC1=C(NC=N1)C(=O)N. Drug 2: C1=CC=C(C(=C1)C(C2=CC=C(C=C2)Cl)C(Cl)Cl)Cl. Cell line: SK-MEL-2. Synergy scores: CSS=-0.517, Synergy_ZIP=2.78, Synergy_Bliss=4.98, Synergy_Loewe=2.56, Synergy_HSA=0.795. (6) Drug 1: CC1=C(C=C(C=C1)NC2=NC=CC(=N2)N(C)C3=CC4=NN(C(=C4C=C3)C)C)S(=O)(=O)N.Cl. Drug 2: CN(C(=O)NC(C=O)C(C(C(CO)O)O)O)N=O. Cell line: MDA-MB-435. Synergy scores: CSS=-9.67, Synergy_ZIP=0.909, Synergy_Bliss=-8.81, Synergy_Loewe=-12.0, Synergy_HSA=-12.7.